This data is from Forward reaction prediction with 1.9M reactions from USPTO patents (1976-2016). The task is: Predict the product of the given reaction. (1) Given the reactants NC1C=CC(F)=CC=1C(NC)=O.[CH3:13][C:14]1[C:23](=[O:24])[C:22]2[C:17](=[CH:18][CH:19]=[CH:20][C:21]=2[N+:25]([O-])=O)[NH:16][CH:15]=1, predict the reaction product. The product is: [NH2:25][C:21]1[CH:20]=[CH:19][CH:18]=[C:17]2[C:22]=1[C:23](=[O:24])[C:14]([CH3:13])=[CH:15][NH:16]2. (2) Given the reactants [CH3:1][O:2][C:3]1[CH:4]=[C:5]([C:9]([C:11]2[NH:12][CH:13]=[C:14]([C:16]3[CH:21]=[CH:20][CH:19]=[CH:18][CH:17]=3)[N:15]=2)=[O:10])[CH:6]=[CH:7][CH:8]=1.C(=O)([O-])[O-].[K+].[K+].C1OCCOCCOCCOCCOCCOC1.[CH2:46](Br)[CH2:47][CH:48]=[CH2:49], predict the reaction product. The product is: [CH2:49]([N:12]1[CH:13]=[C:14]([C:16]2[CH:21]=[CH:20][CH:19]=[CH:18][CH:17]=2)[N:15]=[C:11]1[C:9]([C:5]1[CH:6]=[CH:7][CH:8]=[C:3]([O:2][CH3:1])[CH:4]=1)=[O:10])[CH2:48][CH:47]=[CH2:46].